From a dataset of NCI-60 drug combinations with 297,098 pairs across 59 cell lines. Regression. Given two drug SMILES strings and cell line genomic features, predict the synergy score measuring deviation from expected non-interaction effect. (1) Drug 2: C1=NC(=NC(=O)N1C2C(C(C(O2)CO)O)O)N. Synergy scores: CSS=26.2, Synergy_ZIP=0.344, Synergy_Bliss=0.497, Synergy_Loewe=-2.21, Synergy_HSA=0.691. Cell line: IGROV1. Drug 1: CC1OCC2C(O1)C(C(C(O2)OC3C4COC(=O)C4C(C5=CC6=C(C=C35)OCO6)C7=CC(=C(C(=C7)OC)O)OC)O)O. (2) Drug 1: CS(=O)(=O)C1=CC(=C(C=C1)C(=O)NC2=CC(=C(C=C2)Cl)C3=CC=CC=N3)Cl. Drug 2: CC1C(C(=O)NC(C(=O)N2CCCC2C(=O)N(CC(=O)N(C(C(=O)O1)C(C)C)C)C)C(C)C)NC(=O)C3=C4C(=C(C=C3)C)OC5=C(C(=O)C(=C(C5=N4)C(=O)NC6C(OC(=O)C(N(C(=O)CN(C(=O)C7CCCN7C(=O)C(NC6=O)C(C)C)C)C)C(C)C)C)N)C. Cell line: HCC-2998. Synergy scores: CSS=17.8, Synergy_ZIP=24.0, Synergy_Bliss=25.0, Synergy_Loewe=23.5, Synergy_HSA=23.6.